Task: Predict the product of the given reaction.. Dataset: Forward reaction prediction with 1.9M reactions from USPTO patents (1976-2016) (1) Given the reactants [CH2:1]([N:8]([C@H:40]([CH:42]1[CH2:44][CH2:43]1)[CH3:41])[C:9](=[O:39])[CH2:10][N:11]1[C:36](=[O:37])[C@:14]2([C:22]3[C:17](=[CH:18][C:19]([NH:23][C:24](=[O:35])[C@H:25]([NH:27]C(=O)OC(C)(C)C)[CH3:26])=[CH:20][CH:21]=3)[CH2:16][CH2:15]2)[NH:13][C:12]1=[O:38])[C:2]1[CH:7]=[CH:6][CH:5]=[CH:4][CH:3]=1.C(O)(C(F)(F)F)=O, predict the reaction product. The product is: [NH2:27][C@H:25]([CH3:26])[C:24]([NH:23][C:19]1[CH:18]=[C:17]2[C:22](=[CH:21][CH:20]=1)[C@:14]1([C:36](=[O:37])[N:11]([CH2:10][C:9]([N:8]([CH2:1][C:2]3[CH:3]=[CH:4][CH:5]=[CH:6][CH:7]=3)[C@H:40]([CH:42]3[CH2:43][CH2:44]3)[CH3:41])=[O:39])[C:12](=[O:38])[NH:13]1)[CH2:15][CH2:16]2)=[O:35]. (2) Given the reactants [F:1][C:2]1[CH:3]=[C:4]([C:8]2[CH:9]=[C:10]([O:16]C)C(C#N)=[N:12][CH:13]=2)[CH:5]=[CH:6][CH:7]=1.Br.[OH-].[Na+].CCCCCC.[C:27]([O:30]CC)(=[O:29])[CH3:28], predict the reaction product. The product is: [F:1][C:2]1[CH:3]=[C:4]([C:8]2[CH:9]=[C:10]([OH:16])[C:28]([C:27]([OH:30])=[O:29])=[N:12][CH:13]=2)[CH:5]=[CH:6][CH:7]=1.